From a dataset of Full USPTO retrosynthesis dataset with 1.9M reactions from patents (1976-2016). Predict the reactants needed to synthesize the given product. (1) Given the product [Br:1][C:2]1[CH:3]=[CH:4][C:5]([C@@H:8]([N:10]([CH2:18][CH2:19][CH:20]([C:22]2[CH:23]=[CH:24][C:25]([F:28])=[CH:26][CH:27]=2)[OH:21])[C:11](=[O:17])[O:12][C:13]([CH3:14])([CH3:16])[CH3:15])[CH3:9])=[CH:6][CH:7]=1, predict the reactants needed to synthesize it. The reactants are: [Br:1][C:2]1[CH:7]=[CH:6][C:5]([C@@H:8]([N:10]([CH2:18][CH2:19][C:20]([C:22]2[CH:27]=[CH:26][C:25]([F:28])=[CH:24][CH:23]=2)=[O:21])[C:11](=[O:17])[O:12][C:13]([CH3:16])([CH3:15])[CH3:14])[CH3:9])=[CH:4][CH:3]=1.[BH4-].[Na+]. (2) Given the product [F:1][C:2]([F:7])([F:6])[C:3]([OH:5])=[O:4].[F:15][C:13]1[C:12]2[O:16][C:17]3[C:22]([C:23]4([C:31]5[C:26](=[CH:27][CH:28]=[CH:29][CH:30]=5)[C:25]([NH2:32])=[N:24]4)[C:11]=2[CH:10]=[C:9]([C:45]2[CH:44]=[CH:43][N:42]=[C:41]([F:40])[CH:46]=2)[N:14]=1)=[CH:21][C:20]([C:33]1[C:34]([F:39])=[N:35][CH:36]=[CH:37][CH:38]=1)=[CH:19][CH:18]=3, predict the reactants needed to synthesize it. The reactants are: [F:1][C:2]([F:7])([F:6])[C:3]([OH:5])=[O:4].Cl[C:9]1[N:14]=[C:13]([F:15])[C:12]2[O:16][C:17]3[C:22]([C:23]4([C:31]5[C:26](=[CH:27][CH:28]=[CH:29][CH:30]=5)[C:25]([NH2:32])=[N:24]4)[C:11]=2[CH:10]=1)=[CH:21][C:20]([C:33]1[C:34]([F:39])=[N:35][CH:36]=[CH:37][CH:38]=1)=[CH:19][CH:18]=3.[F:40][C:41]1[CH:46]=[C:45](B(O)O)[CH:44]=[CH:43][N:42]=1.P([O-])([O-])([O-])=O.[K+].[K+].[K+]. (3) Given the product [C:24]([C:20]1[C:19]2[N:13]([S:10]([C:7]3[CH:8]=[CH:9][C:4]([O:3][C:2]([F:38])([F:39])[F:1])=[CH:5][CH:6]=3)(=[O:12])=[O:11])[CH2:14][C:15]3[CH:33]=[CH:32][C:31]([C:34]([F:37])([F:36])[F:35])=[N:30][C:16]=3[NH:17][C:18]=2[CH:23]=[CH:22][CH:21]=1)#[CH:25], predict the reactants needed to synthesize it. The reactants are: [F:1][C:2]([F:39])([F:38])[O:3][C:4]1[CH:9]=[CH:8][C:7]([S:10]([N:13]2[C:19]3[C:20]([C:24]#[C:25][Si](C)(C)C)=[CH:21][CH:22]=[CH:23][C:18]=3[NH:17][C:16]3[N:30]=[C:31]([C:34]([F:37])([F:36])[F:35])[CH:32]=[CH:33][C:15]=3[CH2:14]2)(=[O:12])=[O:11])=[CH:6][CH:5]=1.C([O-])([O-])=O.[K+].[K+]. (4) Given the product [Cl:24][C:25]1[CH:32]=[CH:31][C:28]([C:4](=[O:6])[CH2:3][C:1]#[N:2])=[CH:27][N:26]=1, predict the reactants needed to synthesize it. The reactants are: [C:1]([CH2:3][C:4]([OH:6])=O)#[N:2].N1C=CC=CC=1C1C=CC=CN=1.C([Li])CCC.[Cl:24][C:25]1[CH:32]=[CH:31][C:28](CCl)=[CH:27][N:26]=1.Cl.